This data is from Full USPTO retrosynthesis dataset with 1.9M reactions from patents (1976-2016). The task is: Predict the reactants needed to synthesize the given product. (1) Given the product [CH3:1][O:2][C:3]1[CH:4]=[CH:5][C:6]([CH2:9][O:10][C@H:11]([C@H:13]([CH2:14][CH2:15][CH:16]([CH3:17])[CH3:18])[C@@H:19]([O:22][CH2:23][CH2:24][CH3:25])[CH2:20][OH:27])[CH3:12])=[CH:7][CH:8]=1, predict the reactants needed to synthesize it. The reactants are: [CH3:1][O:2][C:3]1[CH:8]=[CH:7][C:6]([CH2:9][O:10][C@H:11]([C@@H:13]([C@@H:19]([O:22][CH2:23][CH2:24][CH3:25])[CH:20]=C)[CH2:14][CH2:15][CH:16]([CH3:18])[CH3:17])[CH3:12])=[CH:5][CH:4]=1.C([O-])(O)=[O:27].[Na+].C(=O)=O.CC(C)=O.[I-].[K+].[BH4-].[Na+]. (2) Given the product [CH3:52][O:53][C:54](=[O:65])[C:55]1[CH:60]=[CH:59][C:58]([CH2:61][CH2:62][CH2:63][N:24]2[C:23](=[O:25])[CH2:22][CH2:21][CH:20]2[CH2:19][CH2:18][CH:17]([O:16][Si:15]([C:11]([CH3:14])([CH3:13])[CH3:12])([CH3:41])[CH3:40])[CH2:26][C:27]2[CH:32]=[CH:31][CH:30]=[C:29]([O:33][C:34]3[CH:35]=[CH:36][CH:37]=[CH:38][CH:39]=3)[CH:28]=2)=[CH:57][CH:56]=1, predict the reactants needed to synthesize it. The reactants are: COC(=O)C1C=CC=CC=1.[C:11]([Si:15]([CH3:41])([CH3:40])[O:16][CH:17]([CH2:26][C:27]1[CH:32]=[CH:31][CH:30]=[C:29]([O:33][C:34]2[CH:39]=[CH:38][CH:37]=[CH:36][CH:35]=2)[CH:28]=1)[CH2:18][CH2:19][CH:20]1[NH:24][C:23](=[O:25])[CH2:22][CH2:21]1)([CH3:14])([CH3:13])[CH3:12].C[Si]([N-][Si](C)(C)C)(C)C.[Na+].[CH3:52][O:53][C:54](=[O:65])[C:55]1[CH:60]=[CH:59][C:58]([CH2:61][CH2:62][CH2:63]Br)=[CH:57][CH:56]=1. (3) Given the product [CH3:1][O:2][C:3]([C@@H:5]([N:13]1[CH2:21][C:17]2[CH:18]=[CH:19][S:20][C:16]=2[CH2:15][CH2:14]1)[C:6]1[CH:7]=[CH:8][CH:9]=[CH:10][C:11]=1[Cl:12])=[O:4].[C@:22]12([CH2:32][S:33]([O-:36])(=[O:34])=[O:35])[C:29]([CH3:31])([CH3:30])[CH:26]([CH2:27][CH2:28]1)[CH2:25][C:23]2=[O:24], predict the reactants needed to synthesize it. The reactants are: [CH3:1][O:2][C:3]([C@@H:5]([N:13]1[CH2:21][C:17]2[CH:18]=[CH:19][S:20][C:16]=2[CH2:15][CH2:14]1)[C:6]1[CH:7]=[CH:8][CH:9]=[CH:10][C:11]=1[Cl:12])=[O:4].[C@:22]12([CH2:32][S:33]([OH:36])(=[O:35])=[O:34])[C:29]([CH3:31])([CH3:30])[CH:26]([CH2:27][CH2:28]1)[CH2:25][C:23]2=[O:24].C(C(C)=O)(C)(C)C. (4) Given the product [N:32]1([C:2]2[CH:7]=[C:6]([CH2:8][N:9]3[CH:14]=[C:13]([C:15]4[O:19][N:18]=[C:17]([C:20]5[CH:25]=[CH:24][C:23]([S:26][C:27]([F:28])([F:30])[F:29])=[CH:22][CH:21]=5)[N:16]=4)[CH:12]=[CH:11][C:10]3=[O:31])[CH:5]=[CH:4][N:3]=2)[CH2:37][CH2:36][NH:35][CH2:34][CH2:33]1, predict the reactants needed to synthesize it. The reactants are: Cl[C:2]1[CH:7]=[C:6]([CH2:8][N:9]2[CH:14]=[C:13]([C:15]3[O:19][N:18]=[C:17]([C:20]4[CH:25]=[CH:24][C:23]([S:26][C:27]([F:30])([F:29])[F:28])=[CH:22][CH:21]=4)[N:16]=3)[CH:12]=[CH:11][C:10]2=[O:31])[CH:5]=[CH:4][N:3]=1.[NH:32]1[CH2:37][CH2:36][NH:35][CH2:34][CH2:33]1. (5) Given the product [CH3:32][C:30]([C:34]1[CH:39]=[CH:38][C:37]([S:40]([NH:43][C:6]2[N:5]=[C:4]([C:18]3[N:23]=[CH:22][CH:21]=[CH:20][N:19]=3)[N:3]=[C:2]([O:46][CH2:45][CH2:24][OH:27])[C:7]=2[O:8][C:9]2[C:10]([O:15][CH3:16])=[CH:11][CH:12]=[CH:13][CH:14]=2)(=[O:41])=[O:42])=[CH:36][CH:35]=1)([CH3:33])[CH3:31].[OH2:25], predict the reactants needed to synthesize it. The reactants are: Cl[C:2]1[C:7]([O:8][C:9]2[CH:14]=[CH:13][CH:12]=[CH:11][C:10]=2[O:15][CH3:16])=[C:6](Cl)[N:5]=[C:4]([C:18]2[N:23]=[CH:22][CH:21]=[CH:20][N:19]=2)[N:3]=1.[C:24](=[O:27])([O-])[O-:25].[K+].[K+].[C:30]([C:34]1[CH:39]=[CH:38][C:37]([S:40]([NH2:43])(=[O:42])=[O:41])=[CH:36][CH:35]=1)([CH3:33])([CH3:32])[CH3:31].Cl.[CH3:45][OH:46].